Dataset: Full USPTO retrosynthesis dataset with 1.9M reactions from patents (1976-2016). Task: Predict the reactants needed to synthesize the given product. (1) The reactants are: [CH:1]1[C:9]2[C:8]3[CH:10]=[CH:11][CH:12]=[CH:13][C:7]=3[O:6][C:5]=2C=[CH:3][CH:2]=1.CN(C)[CH2:16][CH2:17]N(C)C.[CH:22]([Li])(CC)C.CI.[Cl-].[NH4+]. Given the product [CH3:22][C:13]1[C:7]2[O:6][C:5]3[C:16]([CH3:17])=[CH:3][CH:2]=[CH:1][C:9]=3[C:8]=2[CH:10]=[CH:11][CH:12]=1, predict the reactants needed to synthesize it. (2) Given the product [CH3:23][S:24]([O:1][CH2:2][C@H:3]1[O:8][CH2:7][CH2:6][N:5]([C:9]([O:11][C:12]([CH3:15])([CH3:14])[CH3:13])=[O:10])[CH2:4]1)(=[O:26])=[O:25], predict the reactants needed to synthesize it. The reactants are: [OH:1][CH2:2][C@H:3]1[O:8][CH2:7][CH2:6][N:5]([C:9]([O:11][C:12]([CH3:15])([CH3:14])[CH3:13])=[O:10])[CH2:4]1.C(N(CC)CC)C.[CH3:23][S:24](Cl)(=[O:26])=[O:25]. (3) Given the product [NH2:18][C:15]1[CH:14]=[C:11]([CH:10]=[C:9]([O:8][CH2:1][C:2]2[CH:7]=[CH:6][CH:5]=[CH:4][CH:3]=2)[C:16]=1[CH3:17])[C:12]#[N:13], predict the reactants needed to synthesize it. The reactants are: [CH2:1]([O:8][C:9]1[CH:10]=[C:11]([CH:14]=[C:15]([N+:18]([O-])=O)[C:16]=1[CH3:17])[C:12]#[N:13])[C:2]1[CH:7]=[CH:6][CH:5]=[CH:4][CH:3]=1.C(O)(=O)C. (4) Given the product [CH2:1]([O:8][C:9](=[O:39])[NH:10][C@@H:11]1[C:14](=[O:15])[N:13]([CH2:16][C:17]2[CH:22]=[CH:21][C:20]([O:23][CH3:24])=[CH:19][C:18]=2[O:25][CH3:26])[C@@H:12]1[CH2:27][NH2:28])[C:2]1[CH:7]=[CH:6][CH:5]=[CH:4][CH:3]=1, predict the reactants needed to synthesize it. The reactants are: [CH2:1]([O:8][C:9](=[O:39])[NH:10][C@@H:11]1[C:14](=[O:15])[N:13]([CH2:16][C:17]2[CH:22]=[CH:21][C:20]([O:23][CH3:24])=[CH:19][C:18]=2[O:25][CH3:26])[C@@H:12]1[CH2:27][N:28]1C(=O)C2C(=CC=CC=2)C1=O)[C:2]1[CH:7]=[CH:6][CH:5]=[CH:4][CH:3]=1.O.NN. (5) Given the product [Cl:1][C:2]1[C:10]([Cl:11])=[CH:9][CH:8]=[CH:7][C:3]=1[C:4]([NH:20][CH2:19][CH:18]([C:16]1[CH:15]=[N:14][N:13]([CH3:12])[CH:17]=1)[CH:21]1[CH2:22][CH2:23][O:24][CH2:25][CH2:26]1)=[O:6], predict the reactants needed to synthesize it. The reactants are: [Cl:1][C:2]1[C:10]([Cl:11])=[CH:9][CH:8]=[CH:7][C:3]=1[C:4]([OH:6])=O.[CH3:12][N:13]1[CH:17]=[C:16]([CH:18]([CH:21]2[CH2:26][CH2:25][O:24][CH2:23][CH2:22]2)[CH2:19][NH2:20])[CH:15]=[N:14]1. (6) Given the product [F:19][C:20]([F:33])([F:32])[S:21]([O:24][C:7]1[C:6]([CH3:14])=[CH:5][C:4]([N+:9]([O-:11])=[O:10])=[CH:3][C:2]=1[CH3:1])(=[O:23])=[O:22], predict the reactants needed to synthesize it. The reactants are: [CH3:1][C:2]1[CH:7]=[CH:6][C:5](O)=[C:4]([N+:9]([O-:11])=[O:10])[C:3]=1C.N1C=CC=C[CH:14]=1.[F:19][C:20]([F:33])([F:32])[S:21]([O:24]S(C(F)(F)F)(=O)=O)(=[O:23])=[O:22].O.